Dataset: Full USPTO retrosynthesis dataset with 1.9M reactions from patents (1976-2016). Task: Predict the reactants needed to synthesize the given product. Given the product [N+:1]([C:4]1[CH:13]=[CH:12][C:7]2[N:8]([CH2:17][C:18]3[CH:27]=[CH:26][C:21]([C:22]([O:24][CH3:25])=[O:23])=[CH:20][CH:19]=3)[CH2:9][CH2:10][O:11][C:6]=2[CH:5]=1)([O-:3])=[O:2], predict the reactants needed to synthesize it. The reactants are: [N+:1]([C:4]1[CH:13]=[CH:12][C:7]2[NH:8][CH2:9][CH2:10][O:11][C:6]=2[CH:5]=1)([O-:3])=[O:2].[H-].[Na+].Br[CH2:17][C:18]1[CH:27]=[CH:26][C:21]([C:22]([O:24][CH3:25])=[O:23])=[CH:20][CH:19]=1.